From a dataset of Reaction yield outcomes from USPTO patents with 853,638 reactions. Predict the reaction yield, written as a fraction of the theoretical maximum amount of product (1.0 means a 100% yield; for example, 0.34 means a 34% yield). The product is [C:1]([O:5][C:6](=[O:24])[NH:7][CH2:8][CH:9]1[CH2:10][CH2:11][CH:12]([CH2:15][NH2:16])[CH2:13][CH2:14]1)([CH3:4])([CH3:2])[CH3:3]. The yield is 0.470. The reactants are [C:1]([O:5][C:6](=[O:24])[NH:7][CH2:8][CH:9]1[CH2:14][CH2:13][CH:12]([CH2:15][NH:16]C(OC(C)(C)C)=O)[CH2:11][CH2:10]1)([CH3:4])([CH3:3])[CH3:2].CCO.Cl.O1CCOCC1. The catalyst is C(Cl)(Cl)Cl.